Dataset: Reaction yield outcomes from USPTO patents with 853,638 reactions. Task: Predict the reaction yield, written as a fraction of the theoretical maximum amount of product (1.0 means a 100% yield; for example, 0.34 means a 34% yield). (1) The reactants are C(N(CC)CC)C.[Br:8][C:9]1[CH:14]=[CH:13][C:12]([CH:15]([NH2:17])[CH3:16])=[CH:11][CH:10]=1.[C:18](OC(=O)C)(=[O:20])[CH3:19]. The catalyst is ClCCl. The product is [Br:8][C:9]1[CH:14]=[CH:13][C:12]([CH:15]([NH:17][C:18](=[O:20])[CH3:19])[CH3:16])=[CH:11][CH:10]=1. The yield is 0.910. (2) The reactants are CS(O[CH:6]([C:25]1[CH:30]=[CH:29][C:28]([Cl:31])=[C:27]([N+:32]([O-:34])=[O:33])[CH:26]=1)[CH2:7][CH2:8][CH:9](OS(C)(=O)=O)[C:10]1[CH:15]=[CH:14][C:13]([Cl:16])=[C:12]([N+:17]([O-:19])=[O:18])[CH:11]=1)(=O)=O.[F:35][C:36]1[CH:42]=[CH:41][C:39]([NH2:40])=[CH:38][CH:37]=1. The catalyst is O. The product is [Cl:16][C:13]1[CH:14]=[CH:15][C:10]([CH:9]2[CH2:8][CH2:7][CH:6]([C:25]3[CH:30]=[CH:29][C:28]([Cl:31])=[C:27]([N+:32]([O-:34])=[O:33])[CH:26]=3)[N:40]2[C:39]2[CH:41]=[CH:42][C:36]([F:35])=[CH:37][CH:38]=2)=[CH:11][C:12]=1[N+:17]([O-:19])=[O:18]. The yield is 0.240. (3) The reactants are Cl[C:2]1[N:11]=[C:10]([NH:12][C:13]2[CH:17]=[C:16]([CH3:18])[NH:15][N:14]=2)[C:9]2[C:4](=[CH:5][CH:6]=[CH:7][CH:8]=2)[N:3]=1.[C:19]1([CH3:28])[CH:24]=[CH:23][CH:22]=[C:21](B(O)O)[CH:20]=1.C([O-])([O-])=O.[Na+].[Na+].C(P(C(C)(C)C)C(C)(C)C)(C)(C)C. The catalyst is CN(C=O)C.C1C=CC(P(C2C=CC=CC=2)[C-]2C=CC=C2)=CC=1.C1C=CC(P(C2C=CC=CC=2)[C-]2C=CC=C2)=CC=1.Cl[Pd]Cl.[Fe+2].O. The product is [CH3:28][C:19]1[CH:20]=[C:21]([C:2]2[N:11]=[C:10]([NH:12][C:13]3[NH:14][N:15]=[C:16]([CH3:18])[CH:17]=3)[C:9]3[C:4](=[CH:5][CH:6]=[CH:7][CH:8]=3)[N:3]=2)[CH:22]=[CH:23][CH:24]=1. The yield is 0.750. (4) The reactants are [Br:1][C:2]1[CH:10]=[CH:9][CH:8]=[C:7]2[C:3]=1C=C[N:6]2[CH2:11][CH2:12][CH2:13][CH2:14][CH3:15].BrN1C(=[O:22])CCC1=O.C([O:27][CH2:28][CH3:29])(=O)C.O. The catalyst is CS(C)=O. The product is [Br:1][C:2]1[CH:10]=[CH:9][CH:8]=[C:7]2[C:3]=1[C:28](=[O:27])[C:29](=[O:22])[N:6]2[CH2:11][CH2:12][CH2:13][CH2:14][CH3:15]. The yield is 0.920. (5) The reactants are [H-].[Na+].[Br:3][C:4]1[CH:12]=[C:11]2[C:7]([CH:8]=[N:9][NH:10]2)=[CH:6][CH:5]=1.[CH:13]1[CH:18]=[CH:17][C:16]([CH2:19]Br)=[CH:15][CH:14]=1. The catalyst is C1COCC1. The product is [CH2:19]([N:10]1[C:11]2[C:7](=[CH:6][CH:5]=[C:4]([Br:3])[CH:12]=2)[CH:8]=[N:9]1)[C:16]1[CH:17]=[CH:18][CH:13]=[CH:14][CH:15]=1.[CH2:19]([N:9]1[CH:8]=[C:7]2[C:11]([CH:12]=[C:4]([Br:3])[CH:5]=[CH:6]2)=[N:10]1)[C:16]1[CH:17]=[CH:18][CH:13]=[CH:14][CH:15]=1. The yield is 0.200. (6) The reactants are FC(F)(F)S(O[C:7]1[CH:16]=[CH:15][C:14]2[CH2:13][CH2:12][CH2:11][CH2:10][C:9]=2[C:8]=1[N+:17]([O-:19])=[O:18])(=O)=O.[C:22]([O:26][C:27](=[O:36])[NH:28][C:29]1[CH:34]=[CH:33][C:32]([NH2:35])=[CH:31][CH:30]=1)([CH3:25])([CH3:24])[CH3:23]. No catalyst specified. The product is [N+:17]([C:8]1[C:9]2[CH2:10][CH2:11][CH2:12][CH2:13][C:14]=2[CH:15]=[CH:16][C:7]=1[NH:35][C:32]1[CH:31]=[CH:30][C:29]([NH:28][C:27](=[O:36])[O:26][C:22]([CH3:24])([CH3:23])[CH3:25])=[CH:34][CH:33]=1)([O-:19])=[O:18]. The yield is 0.870.